Dataset: Reaction yield outcomes from USPTO patents with 853,638 reactions. Task: Predict the reaction yield, written as a fraction of the theoretical maximum amount of product (1.0 means a 100% yield; for example, 0.34 means a 34% yield). (1) The reactants are [CH2:1]([N:8]([CH2:24][C:25]1[CH:30]=[CH:29][CH:28]=[CH:27][CH:26]=1)[C@@H:9]([CH2:13][C:14]1[CH:19]=[CH:18][C:17]([C:20]([F:23])([F:22])[F:21])=[CH:16][CH:15]=1)[C:10]([OH:12])=O)[C:2]1[CH:7]=[CH:6][CH:5]=[CH:4][CH:3]=1.Cl.[CH3:32][NH:33][O:34][CH3:35].N1C2C(=NC=CC=2)N(O)N=1.C1(N=C=NC2CCCCC2)CCCCC1. The catalyst is CCOCC.CCCCCC.CN(C=O)C. The product is [CH2:1]([N:8]([CH2:24][C:25]1[CH:30]=[CH:29][CH:28]=[CH:27][CH:26]=1)[C@@H:9]([CH2:13][C:14]1[CH:19]=[CH:18][C:17]([C:20]([F:22])([F:21])[F:23])=[CH:16][CH:15]=1)[C:10]([N:33]([O:34][CH3:35])[CH3:32])=[O:12])[C:2]1[CH:3]=[CH:4][CH:5]=[CH:6][CH:7]=1. The yield is 0.673. (2) The reactants are [Cl:1][C:2]1[CH:3]=[C:4]([S:8]([NH:11][C:12]2[CH:20]=[CH:19][C:15]([C:16]([OH:18])=[O:17])=[C:14]([OH:21])[CH:13]=2)(=[O:10])=[O:9])[S:5][C:6]=1[Cl:7].[CH3:22][O:23][CH2:24][CH:25](O)[CH3:26]. No catalyst specified. The product is [Cl:1][C:2]1[CH:3]=[C:4]([S:8]([NH:11][C:12]2[CH:20]=[CH:19][C:15]([C:16]([O:18][CH:25]([CH3:26])[CH2:24][O:23][CH3:22])=[O:17])=[C:14]([OH:21])[CH:13]=2)(=[O:9])=[O:10])[S:5][C:6]=1[Cl:7]. The yield is 0.770.